From a dataset of Catalyst prediction with 721,799 reactions and 888 catalyst types from USPTO. Predict which catalyst facilitates the given reaction. Reactant: [N+:1]([C:4]1[N:5]=[C:6]2[N:31]([CH:32]=1)[CH2:30][C:8]1([CH2:13][CH2:12][N:11]([C:14](=[O:29])[CH2:15][N:16]3[CH2:21][CH2:20][N:19]([C:22](OC(C)(C)C)=O)[CH2:18][CH2:17]3)[CH2:10][CH2:9]1)[O:7]2)([O-:3])=[O:2].FC(F)(F)C(O)=O.BrC[C:42]([NH:44][C:45]1[CH:50]=[CH:49][C:48]([C:51]([F:54])([F:53])[F:52])=[CH:47][CH:46]=1)=[O:43].C(N(CC)CC)C. Product: [N+:1]([C:4]1[N:5]=[C:6]2[N:31]([CH:32]=1)[CH2:30][C:8]1([CH2:9][CH2:10][N:11]([C:14](=[O:29])[CH2:15][N:16]3[CH2:21][CH2:20][N:19]([CH2:22][C:42]([NH:44][C:45]4[CH:46]=[CH:47][C:48]([C:51]([F:52])([F:53])[F:54])=[CH:49][CH:50]=4)=[O:43])[CH2:18][CH2:17]3)[CH2:12][CH2:13]1)[O:7]2)([O-:3])=[O:2]. The catalyst class is: 34.